From a dataset of Catalyst prediction with 721,799 reactions and 888 catalyst types from USPTO. Predict which catalyst facilitates the given reaction. Reactant: C(Cl)CCl.[NH2:5][C:6]1[N:11]=[CH:10][C:9](/[CH:12]=[CH:13]/[C:14]([OH:16])=O)=[CH:8][CH:7]=1.C([N:20]1[C:28]2[C:23](=[CH:24][CH:25]=[CH:26][CH:27]=2)[C:22]([CH2:29][NH:30][CH3:31])=[CH:21]1)(=O)C.C1C=CC2N(O)N=NC=2C=1.O.C(N(C(C)C)CC)(C)C. Product: [NH2:5][C:6]1[N:11]=[CH:10][C:9](/[CH:12]=[CH:13]/[C:14]([N:30]([CH2:29][C:22]2[C:23]3[C:28](=[CH:27][CH:26]=[CH:25][CH:24]=3)[NH:20][CH:21]=2)[CH3:31])=[O:16])=[CH:8][CH:7]=1. The catalyst class is: 3.